Dataset: Peptide-MHC class II binding affinity with 134,281 pairs from IEDB. Task: Regression. Given a peptide amino acid sequence and an MHC pseudo amino acid sequence, predict their binding affinity value. This is MHC class II binding data. The peptide sequence is NGVIKILTYPWDRIE. The MHC is HLA-DQA10601-DQB10402 with pseudo-sequence HLA-DQA10601-DQB10402. The binding affinity (normalized) is 0.191.